This data is from NCI-60 drug combinations with 297,098 pairs across 59 cell lines. The task is: Regression. Given two drug SMILES strings and cell line genomic features, predict the synergy score measuring deviation from expected non-interaction effect. (1) Drug 1: CC1=C(C(=CC=C1)Cl)NC(=O)C2=CN=C(S2)NC3=CC(=NC(=N3)C)N4CCN(CC4)CCO. Drug 2: C1CNP(=O)(OC1)N(CCCl)CCCl. Cell line: OVCAR-5. Synergy scores: CSS=1.17, Synergy_ZIP=-0.247, Synergy_Bliss=2.95, Synergy_Loewe=1.59, Synergy_HSA=1.65. (2) Drug 1: C1=NC2=C(N1)C(=S)N=C(N2)N. Drug 2: CC1=C2C(C(=O)C3(C(CC4C(C3C(C(C2(C)C)(CC1OC(=O)C(C(C5=CC=CC=C5)NC(=O)C6=CC=CC=C6)O)O)OC(=O)C7=CC=CC=C7)(CO4)OC(=O)C)O)C)OC(=O)C. Cell line: DU-145. Synergy scores: CSS=34.7, Synergy_ZIP=-5.25, Synergy_Bliss=-7.85, Synergy_Loewe=-6.65, Synergy_HSA=-3.08. (3) Drug 1: CC1C(C(CC(O1)OC2CC(CC3=C2C(=C4C(=C3O)C(=O)C5=C(C4=O)C(=CC=C5)OC)O)(C(=O)C)O)N)O.Cl. Drug 2: CCC1=C2CN3C(=CC4=C(C3=O)COC(=O)C4(CC)O)C2=NC5=C1C=C(C=C5)O. Cell line: K-562. Synergy scores: CSS=42.9, Synergy_ZIP=0.492, Synergy_Bliss=0.820, Synergy_Loewe=-0.507, Synergy_HSA=3.87. (4) Drug 1: C1CCN(CC1)CCOC2=CC=C(C=C2)C(=O)C3=C(SC4=C3C=CC(=C4)O)C5=CC=C(C=C5)O. Drug 2: COCCOC1=C(C=C2C(=C1)C(=NC=N2)NC3=CC=CC(=C3)C#C)OCCOC.Cl. Cell line: NCI-H522. Synergy scores: CSS=40.5, Synergy_ZIP=-0.842, Synergy_Bliss=-2.41, Synergy_Loewe=-12.6, Synergy_HSA=-2.41.